Dataset: Forward reaction prediction with 1.9M reactions from USPTO patents (1976-2016). Task: Predict the product of the given reaction. (1) Given the reactants [F:1][C:2]1[CH:3]=[C:4]2[C:9](=[CH:10][CH:11]=1)[CH2:8][NH:7][CH:6]([C:12]([O:14][CH3:15])=[O:13])[CH2:5]2.[CH2:16](Cl)[C:17]1[CH:22]=[CH:21][CH:20]=[CH:19][CH:18]=1.C(=O)([O-])[O-].[K+].[K+].O, predict the reaction product. The product is: [CH2:16]([N:7]1[CH:6]([C:12]([O:14][CH3:15])=[O:13])[CH2:5][C:4]2[C:9](=[CH:10][CH:11]=[C:2]([F:1])[CH:3]=2)[CH2:8]1)[C:17]1[CH:22]=[CH:21][CH:20]=[CH:19][CH:18]=1. (2) Given the reactants [CH:1]([C:4]1[N:8]2[C:9]([C:16]([F:19])([F:18])[F:17])=[CH:10][CH:11]=[C:12]([C:13]([OH:15])=O)[C:7]2=[N:6][N:5]=1)([CH3:3])[CH3:2].[CH3:20][C:21]1[O:25][C:24]([NH2:26])=[N:23][N:22]=1.Cl.C(N=C=NCCCN(C)C)C.ON1C2N=CC=CC=2N=N1, predict the reaction product. The product is: [CH:1]([C:4]1[N:8]2[C:9]([C:16]([F:17])([F:19])[F:18])=[CH:10][CH:11]=[C:12]([C:13]([NH:26][C:24]3[O:25][C:21]([CH3:20])=[N:22][N:23]=3)=[O:15])[C:7]2=[N:6][N:5]=1)([CH3:2])[CH3:3].